Dataset: Reaction yield outcomes from USPTO patents with 853,638 reactions. Task: Predict the reaction yield, written as a fraction of the theoretical maximum amount of product (1.0 means a 100% yield; for example, 0.34 means a 34% yield). (1) The product is [ClH:32].[Cl:33][C:27]1[CH:28]=[CH:29][CH:30]=[C:31]([Cl:32])[C:26]=1[CH2:25][C:23]1[S:22][C:20]2[N:21]=[C:16]([NH:15][CH2:14][C@@H:11]3[CH2:12][CH2:13][NH:9][CH2:10]3)[N:17]=[C:18]([NH:34][C:35]3[CH:40]=[CH:39][C:38]([C:41]([F:44])([F:43])[F:42])=[CH:37][CH:36]=3)[C:19]=2[N:24]=1. The yield is 0.430. No catalyst specified. The reactants are Cl.C(OC([N:9]1[CH2:13][CH2:12][CH:11]([CH2:14][NH:15][C:16]2[N:17]=[C:18]([NH:34][C:35]3[CH:40]=[CH:39][C:38]([C:41]([F:44])([F:43])[F:42])=[CH:37][CH:36]=3)[C:19]3[N:24]=[C:23]([CH2:25][C:26]4[C:31]([Cl:32])=[CH:30][CH:29]=[CH:28][C:27]=4[Cl:33])[S:22][C:20]=3[N:21]=2)[CH2:10]1)=O)(C)(C)C. (2) The reactants are [CH2:1]([O:3][C:4](=[O:23])[CH2:5][CH:6]1[CH2:13][CH:12]2[N:14]([C:15]([O:17][C:18]([CH3:21])([CH3:20])[CH3:19])=[O:16])[CH:8]([CH2:9][O:10][CH2:11]2)[CH:7]1[OH:22])[CH3:2].CC(OI1(OC(C)=O)(OC(C)=O)OC(=O)C2C=CC=CC1=2)=O. The catalyst is ClCCl. The product is [CH2:1]([O:3][C:4](=[O:23])[CH2:5][CH:6]1[CH2:13][CH:12]2[N:14]([C:15]([O:17][C:18]([CH3:20])([CH3:19])[CH3:21])=[O:16])[CH:8]([CH2:9][O:10][CH2:11]2)[C:7]1=[O:22])[CH3:2]. The yield is 0.800. (3) The reactants are [CH3:1][O:2][C:3](=[O:24])[CH2:4][CH:5]1[CH2:10][N:9]([C:11]2[CH:16]=[CH:15][CH:14]=[CH:13][CH:12]=2)[C:8]2[CH:17]=[C:18]([C:21](O)=[O:22])[CH:19]=[CH:20][C:7]=2[O:6]1.[N:25]1[CH:30]=[CH:29][CH:28]=[CH:27][C:26]=1[NH:31][CH2:32][CH2:33][CH2:34][NH2:35].CCN=C=NCCCN(C)C.Cl.Cl.O. The yield is 0.200. The catalyst is CN(C=O)C.CN(C1C=CN=CC=1)C. The product is [C:11]1([N:9]2[C:8]3[CH:17]=[C:18]([C:21]([NH:35][CH2:34][CH2:33][CH2:32][NH:31][C:26]4[CH:27]=[CH:28][CH:29]=[CH:30][N:25]=4)=[O:22])[CH:19]=[CH:20][C:7]=3[O:6][CH:5]([CH2:4][C:3]([O:2][CH3:1])=[O:24])[CH2:10]2)[CH:16]=[CH:15][CH:14]=[CH:13][CH:12]=1. (4) The reactants are C[O:2][C:3](=O)[CH2:4][CH2:5][C:6]1[C:7](=[O:20])[N:8]([CH2:11][CH2:12][C:13]2[CH:18]=[CH:17][CH:16]=[CH:15][C:14]=2[F:19])[CH2:9][CH:10]=1.[NH2:22][O:23][K].C(O)(=O)C. The catalyst is CO.CO.C(Cl)(Cl)Cl. The product is [F:19][C:14]1[CH:15]=[CH:16][CH:17]=[CH:18][C:13]=1[CH2:12][CH2:11][N:8]1[CH2:9][CH:10]=[C:6]([CH2:5][CH2:4][C:3]([NH:22][OH:23])=[O:2])[C:7]1=[O:20]. The yield is 0.650. (5) The reactants are [F:1][C:2]1[CH:8]=[CH:7][C:5]([NH2:6])=[CH:4][C:3]=1[N+:9]([O-:11])=[O:10].[C:12]([O:18][CH2:19][CH3:20])(=[O:17])[CH2:13][C:14]([CH3:16])=O. The catalyst is C1CCCCC=1.O.C1(C)C=CC(S(O)(=O)=O)=CC=1. The product is [CH2:19]([O:18][C:12](=[O:17])[CH:13]=[C:14]([NH:6][C:5]1[CH:7]=[CH:8][C:2]([F:1])=[C:3]([N+:9]([O-:11])=[O:10])[CH:4]=1)[CH3:16])[CH3:20]. The yield is 0.125. (6) The reactants are [F:1][C:2]1[CH:10]=[C:9]2[C:5]([C:6]([C:18]3[CH:19]=[CH:20][C:21]4[S:25](=[O:27])(=[O:26])[NH:24][CH:23]([CH2:28][OH:29])[C:22]=4[CH:30]=3)=[CH:7][N:8]2[C:11]([O:13][C:14]([CH3:17])([CH3:16])[CH3:15])=[O:12])=[CH:4][CH:3]=1.CS(O[CH2:36][C:37]1[N:41]=[CH:40][N:39]([CH3:42])[N:38]=1)(=O)=O.C([O-])([O-])=O.[K+].[K+]. The catalyst is CN(C=O)C. The product is [F:1][C:2]1[CH:10]=[C:9]2[C:5]([C:6]([C:18]3[CH:19]=[CH:20][C:21]4[S:25](=[O:26])(=[O:27])[N:24]([CH2:36][C:37]5[N:41]=[CH:40][N:39]([CH3:42])[N:38]=5)[CH:23]([CH2:28][OH:29])[C:22]=4[CH:30]=3)=[CH:7][N:8]2[C:11]([O:13][C:14]([CH3:17])([CH3:16])[CH3:15])=[O:12])=[CH:4][CH:3]=1. The yield is 0.800. (7) The yield is 0.850. The product is [Cl:1][C:2]1[CH:7]=[CH:6][CH:5]=[CH:4][C:3]=1[CH:8]1[CH2:19][C:18]2[N:17]([CH3:20])[C:16]([CH:33]=[O:34])=[CH:15][C:14]=2[CH:13]2[CH:9]1[C:10](=[O:22])[NH:11][C:12]2=[O:21]. The reactants are [Cl:1][C:2]1[CH:7]=[CH:6][CH:5]=[CH:4][C:3]=1[CH:8]1[CH2:19][C:18]2[N:17]([CH3:20])[CH:16]=[CH:15][C:14]=2[CH:13]2[CH:9]1[C:10](=[O:22])[NH:11][C:12]2=[O:21].P(Cl)(Cl)(Cl)=O.[OH-].[Na+].CN([CH:33]=[O:34])C. No catalyst specified.